Dataset: Forward reaction prediction with 1.9M reactions from USPTO patents (1976-2016). Task: Predict the product of the given reaction. (1) Given the reactants [CH2:1]=[CH:2][CH:3]1[CH2:8][CH:7]2[O:9][CH:6]2[CH2:5][CH2:4]1.CC1(C)N([O])C(C)(C)CCC1.[C:21]([OH:25])(=[O:24])[CH:22]=[CH2:23].[C:26]1(=[O:32])[O:31][C:29](=[O:30])[CH2:28][CH2:27]1.C1(C=CC(O)=CC=1)O, predict the reaction product. The product is: [C:21]([O:25][CH:7]1[CH2:8][CH:3]([CH2:2][CH3:1])[CH2:4][CH2:5][CH:6]1[O:9][C:26](=[O:32])[CH2:27][CH2:28][C:29]([OH:31])=[O:30])(=[O:24])[CH:22]=[CH2:23]. (2) Given the reactants [F:1][C:2]1[CH:7]=[C:6]([O:8][C:9]2[CH:14]=[CH:13][N:12]=[C:11]([NH:15][C:16]([N:18]([CH3:26])[CH:19]3[CH2:24][CH2:23][N:22]([CH3:25])[CH2:21][CH2:20]3)=[O:17])[CH:10]=2)[CH:5]=[CH:4][C:3]=1[NH:27]C(=O)OCC1C=CC=CC=1, predict the reaction product. The product is: [NH2:27][C:3]1[CH:4]=[CH:5][C:6]([O:8][C:9]2[CH:14]=[CH:13][N:12]=[C:11]([NH:15][C:16](=[O:17])[N:18]([CH3:26])[CH:19]3[CH2:20][CH2:21][N:22]([CH3:25])[CH2:23][CH2:24]3)[CH:10]=2)=[CH:7][C:2]=1[F:1].